This data is from Reaction yield outcomes from USPTO patents with 853,638 reactions. The task is: Predict the reaction yield, written as a fraction of the theoretical maximum amount of product (1.0 means a 100% yield; for example, 0.34 means a 34% yield). (1) The reactants are [NH2:1][C:2]1[CH:3]=[C:4]2[C:20](=[O:21])[NH:19][N:18]=[CH:17][C:6]3=[C:7]([C:11]4[CH:16]=[CH:15][CH:14]=[CH:13][CH:12]=4)[NH:8][C:9]([CH:10]=1)=[C:5]23.[C:22]([O:26][C:27]([N:29]([CH2:31][C:32](O)=[O:33])[CH3:30])=[O:28])([CH3:25])([CH3:24])[CH3:23].C(N(CC)CC)C.F[P-](F)(F)(F)(F)F.N1(OC(N(C)C)=[N+](C)C)C2N=CC=CC=2N=N1. The catalyst is C(Cl)Cl.CN(C)C=O.C(OCC)C.CO.CCCCCC. The product is [C:22]([O:26][C:27](=[O:28])[N:29]([CH3:30])[CH2:31][C:32](=[O:33])[NH:1][C:2]1[CH:3]=[C:4]2[C:20](=[O:21])[NH:19][N:18]=[CH:17][C:6]3=[C:7]([C:11]4[CH:12]=[CH:13][CH:14]=[CH:15][CH:16]=4)[NH:8][C:9]([CH:10]=1)=[C:5]23)([CH3:25])([CH3:24])[CH3:23]. The yield is 0.960. (2) The reactants are [Br:1][C:2]1[CH:6]=[C:5]([N:7]([CH2:11][CH:12]=[O:13])[CH2:8][CH2:9][CH3:10])[S:4][C:3]=1[C:14]#[N:15].[CH3:16][Mg+].[Br-].[Cl-].[NH4+]. The catalyst is C1COCC1. The product is [Br:1][C:2]1[CH:6]=[C:5]([N:7]([CH2:11][CH:12]([OH:13])[CH3:16])[CH2:8][CH2:9][CH3:10])[S:4][C:3]=1[C:14]#[N:15]. The yield is 0.240.